Dataset: NCI-60 drug combinations with 297,098 pairs across 59 cell lines. Task: Regression. Given two drug SMILES strings and cell line genomic features, predict the synergy score measuring deviation from expected non-interaction effect. (1) Drug 2: C1CN(P(=O)(OC1)NCCCl)CCCl. Drug 1: CC=C1C(=O)NC(C(=O)OC2CC(=O)NC(C(=O)NC(CSSCCC=C2)C(=O)N1)C(C)C)C(C)C. Synergy scores: CSS=45.6, Synergy_ZIP=-1.72, Synergy_Bliss=-5.10, Synergy_Loewe=-34.7, Synergy_HSA=-4.12. Cell line: SR. (2) Drug 1: CCC1=C2CN3C(=CC4=C(C3=O)COC(=O)C4(CC)O)C2=NC5=C1C=C(C=C5)O. Drug 2: C1C(C(OC1N2C=NC3=C2NC=NCC3O)CO)O. Cell line: SK-MEL-5. Synergy scores: CSS=52.0, Synergy_ZIP=3.94, Synergy_Bliss=3.19, Synergy_Loewe=-61.4, Synergy_HSA=3.85. (3) Drug 1: C1CN1C2=NC(=NC(=N2)N3CC3)N4CC4. Drug 2: C1=CC(=C2C(=C1NCCNCCO)C(=O)C3=C(C=CC(=C3C2=O)O)O)NCCNCCO. Cell line: HCC-2998. Synergy scores: CSS=72.7, Synergy_ZIP=-8.76, Synergy_Bliss=-8.26, Synergy_Loewe=1.28, Synergy_HSA=3.08. (4) Drug 1: CC1C(C(CC(O1)OC2CC(CC3=C2C(=C4C(=C3O)C(=O)C5=C(C4=O)C(=CC=C5)OC)O)(C(=O)CO)O)N)O.Cl. Drug 2: CCN(CC)CCCC(C)NC1=C2C=C(C=CC2=NC3=C1C=CC(=C3)Cl)OC. Cell line: U251. Synergy scores: CSS=22.7, Synergy_ZIP=-0.462, Synergy_Bliss=8.13, Synergy_Loewe=3.60, Synergy_HSA=5.87. (5) Drug 1: CC1=C2C(C(=O)C3(C(CC4C(C3C(C(C2(C)C)(CC1OC(=O)C(C(C5=CC=CC=C5)NC(=O)OC(C)(C)C)O)O)OC(=O)C6=CC=CC=C6)(CO4)OC(=O)C)OC)C)OC. Drug 2: C1=C(C(=O)NC(=O)N1)N(CCCl)CCCl. Cell line: RXF 393. Synergy scores: CSS=47.9, Synergy_ZIP=2.59, Synergy_Bliss=5.28, Synergy_Loewe=-0.0771, Synergy_HSA=12.3. (6) Drug 1: COCCOC1=C(C=C2C(=C1)C(=NC=N2)NC3=CC=CC(=C3)C#C)OCCOC.Cl. Drug 2: N.N.Cl[Pt+2]Cl. Cell line: HCC-2998. Synergy scores: CSS=15.7, Synergy_ZIP=-2.57, Synergy_Bliss=-4.96, Synergy_Loewe=-8.31, Synergy_HSA=-5.25.